From a dataset of Full USPTO retrosynthesis dataset with 1.9M reactions from patents (1976-2016). Predict the reactants needed to synthesize the given product. (1) Given the product [CH3:1][C:2]1[CH:3]=[C:4]([C:9]2[N:10]=[C:11]([NH:20][C:26]([CH:21]3[CH2:25][CH2:24][CH2:23][CH2:22]3)=[O:27])[S:12][C:13]=2[C:14]2[CH:19]=[CH:18][N:17]=[CH:16][CH:15]=2)[CH:5]=[C:6]([CH3:8])[CH:7]=1, predict the reactants needed to synthesize it. The reactants are: [CH3:1][C:2]1[CH:3]=[C:4]([C:9]2[N:10]=[C:11]([NH2:20])[S:12][C:13]=2[C:14]2[CH:19]=[CH:18][N:17]=[CH:16][CH:15]=2)[CH:5]=[C:6]([CH3:8])[CH:7]=1.[CH:21]1([C:26](Cl)=[O:27])[CH2:25][CH2:24][CH2:23][CH2:22]1.C(=O)([O-])O.[Na+]. (2) Given the product [CH2:25]([O:24][C:22]([N:10]1[CH2:11][C@H:12]([CH3:14])[CH2:13][C@@H:8]([NH:7][C:6]([O:5][C:1]([CH3:4])([CH3:2])[CH3:3])=[O:15])[CH2:9]1)=[O:23])[C:26]1[CH:31]=[CH:30][CH:29]=[CH:28][CH:27]=1, predict the reactants needed to synthesize it. The reactants are: [C:1]([O:5][C:6](=[O:15])[NH:7][C@@H:8]1[CH2:13][C@@H:12]([CH3:14])[CH2:11][NH:10][CH2:9]1)([CH3:4])([CH3:3])[CH3:2].C([O-])(O)=O.[Na+].Cl[C:22]([O:24][CH2:25][C:26]1[CH:31]=[CH:30][CH:29]=[CH:28][CH:27]=1)=[O:23]. (3) Given the product [CH:49]1([CH2:55][NH:56][C:13](=[O:15])[CH2:12][CH:4]2[C:5](=[O:11])[O:6][C:7]([CH3:9])([CH3:10])[CH2:8][N:3]2[CH2:1][CH3:2])[CH2:54][CH2:53][CH2:52][CH2:51][CH2:50]1, predict the reactants needed to synthesize it. The reactants are: [CH2:1]([N:3]1[CH2:8][C:7]([CH3:10])([CH3:9])[O:6][C:5](=[O:11])[CH:4]1[CH2:12][C:13]([OH:15])=O)[CH3:2].C(N(C(C)C)CC)(C)C.CN(C(ON1N=NC2C=CC=NC1=2)=[N+](C)C)C.F[P-](F)(F)(F)(F)F.[CH:49]1([CH2:55][NH2:56])[CH2:54][CH2:53][CH2:52][CH2:51][CH2:50]1.